Dataset: Catalyst prediction with 721,799 reactions and 888 catalyst types from USPTO. Task: Predict which catalyst facilitates the given reaction. (1) Reactant: Br[C:2]1[CH:7]=[CH:6][C:5]([C:8]2[CH:13]=[CH:12][C:11]([O:14][CH2:15][CH2:16][CH:17]([CH3:24])[CH2:18][CH2:19][CH2:20][CH:21]([CH3:23])[CH3:22])=[CH:10][CH:9]=2)=[CH:4][CH:3]=1.C(=O)([O-])[O-].[Na+].[Na+].[F:31][C:32]1[C:37]([F:38])=[C:36]([O:39][CH2:40][CH2:41][CH2:42][CH2:43][CH2:44][CH2:45][CH2:46][CH3:47])[CH:35]=[CH:34][C:33]=1B(O)O. Product: [CH3:24][CH:17]([CH2:18][CH2:19][CH2:20][CH:21]([CH3:23])[CH3:22])[CH2:16][CH2:15][O:14][C:11]1[CH:12]=[CH:13][C:8]([C:5]2[C:4]([C:33]3[CH:34]=[CH:35][C:36]([O:39][CH2:40][CH2:41][CH2:42][CH2:43][CH2:44][CH2:45][CH2:46][CH3:47])=[C:37]([F:38])[C:32]=3[F:31])=[CH:3][CH:2]=[CH:7][CH:6]=2)=[CH:9][CH:10]=1. The catalyst class is: 104. (2) Reactant: [C:1]([C:3]1[CH:4]=[C:5]2[C:10](=[CH:11][CH:12]=1)[N:9]=[C:8]([NH:13][C:14]1[CH:19]=[C:18]([CH2:20][N:21]3[CH2:26][CH2:25][O:24][CH2:23][CH2:22]3)[CH:17]=[C:16]([C:27]3[CH:28]=[N:29][N:30]([CH3:32])[CH:31]=3)[CH:15]=1)[N:7]=[CH:6]2)#[CH:2].ClC1C=C(C=CC=1)C(OO)=[O:38].C(=O)([O-])[O-].[Na+].[Na+]. Product: [C:1]([C:3]1[CH:4]=[C:5]2[C:10](=[CH:11][CH:12]=1)[N:9]=[C:8]([NH:13][C:14]1[CH:19]=[C:18]([CH:17]=[C:16]([C:27]3[CH:28]=[N:29][N:30]([CH3:32])[CH:31]=3)[CH:15]=1)[CH2:20][N+:21]1([O-:38])[CH2:22][CH2:23][O:24][CH2:25][CH2:26]1)[N:7]=[CH:6]2)#[CH:2]. The catalyst class is: 2. (3) Reactant: Br[C:2]1[CH:7]=[CH:6][C:5]([F:8])=[CH:4][CH:3]=1.[Mg].BrCCBr.[CH3:14][C:15]([O:19][Si](C)(C)C)([CH3:18])[C:16]#N.Cl.C(=O)(O)[O-:26].[Na+]. Product: [F:8][C:5]1[CH:6]=[CH:7][C:2]([C:16](=[O:26])[C:15]([OH:19])([CH3:14])[CH3:18])=[CH:3][CH:4]=1. The catalyst class is: 1. (4) Reactant: [Br:1][C:2]1[CH:3]2O[CH:10]([CH:11]=1)[C:9]1[C:4]2=[CH:5][C:6]([C:13]([F:16])([F:15])[F:14])=[CH:7][CH:8]=1.[I-].[Na+].C[Si](Cl)(C)C. Product: [Br:1][C:2]1[CH:11]=[CH:10][C:9]2[C:4](=[CH:5][C:6]([C:13]([F:14])([F:15])[F:16])=[CH:7][CH:8]=2)[CH:3]=1. The catalyst class is: 10. (5) Reactant: [CH:1]1([OH:8])[CH2:6][CH2:5][CH:4]([OH:7])[CH2:3][CH2:2]1.[CH3:9][S:10](Cl)(=[O:12])=[O:11]. Product: [OH:7][CH:4]1[CH2:5][CH2:6][CH:1]([O:8][S:10]([CH3:9])(=[O:12])=[O:11])[CH2:2][CH2:3]1. The catalyst class is: 17. (6) Reactant: [F:1][C:2]1[CH:3]=[C:4]([C:21]2[CH:22]=[N:23][N:24]3[CH:29]=[CH:28][C:27]([N:30]4[C@@H:34]([C:35]5[CH:40]=[CH:39][C:38]([F:41])=[CH:37][N:36]=5)[CH2:33][O:32][C:31]4=[O:42])=[N:26][C:25]=23)[CH:5]=[CH:6][C:7]=1[C:8]1[N:12]=[CH:11][N:10](COCC[Si](C)(C)C)[N:9]=1. Product: [F:1][C:2]1[CH:3]=[C:4]([C:21]2[CH:22]=[N:23][N:24]3[CH:29]=[CH:28][C:27]([N:30]4[C@@H:34]([C:35]5[CH:40]=[CH:39][C:38]([F:41])=[CH:37][N:36]=5)[CH2:33][O:32][C:31]4=[O:42])=[N:26][C:25]=23)[CH:5]=[CH:6][C:7]=1[C:8]1[N:12]=[CH:11][NH:10][N:9]=1. The catalyst class is: 67.